Dataset: TCR-epitope binding with 47,182 pairs between 192 epitopes and 23,139 TCRs. Task: Binary Classification. Given a T-cell receptor sequence (or CDR3 region) and an epitope sequence, predict whether binding occurs between them. (1) Result: 0 (the TCR does not bind to the epitope). The TCR CDR3 sequence is CASSSAGAAYEQYF. The epitope is VLWAHGFEL. (2) The epitope is KLPDDFTGCV. The TCR CDR3 sequence is CASSQDPPSSYNEQFF. Result: 1 (the TCR binds to the epitope). (3) The epitope is SFHSLHLLF. The TCR CDR3 sequence is CASSFFHPIWGMSSETQYF. Result: 1 (the TCR binds to the epitope). (4) The epitope is YSEHPTFTSQY. The TCR CDR3 sequence is CSADNVAGGPGSEQFF. Result: 0 (the TCR does not bind to the epitope). (5) The epitope is GILGFVFTL. The TCR CDR3 sequence is CASSLDSGQGGTGELFF. Result: 0 (the TCR does not bind to the epitope). (6) The epitope is NLSALGIFST. Result: 0 (the TCR does not bind to the epitope). The TCR CDR3 sequence is CASSQDRGYVYGYTF. (7) The epitope is LLWNGPMAV. The TCR CDR3 sequence is CASSQDPTGYYGYTF. Result: 1 (the TCR binds to the epitope). (8) The epitope is KLSYGIATV. The TCR CDR3 sequence is CASSLLSGSTEAFF. Result: 0 (the TCR does not bind to the epitope). (9) The epitope is FLRGRAYGL. The TCR CDR3 sequence is CASSIGTGGDDGELFF. Result: 0 (the TCR does not bind to the epitope). (10) The epitope is RPRGEVRFL. The TCR CDR3 sequence is CASSEGQVSPGELFF. Result: 0 (the TCR does not bind to the epitope).